From a dataset of Forward reaction prediction with 1.9M reactions from USPTO patents (1976-2016). Predict the product of the given reaction. (1) Given the reactants [C:1]([NH:22][C@H:23]([C:30]([OH:32])=[O:31])[CH2:24][O:25][P:26]([OH:29])([OH:28])=[O:27])(=[O:21])[CH2:2][CH2:3][CH2:4]/[CH:5]=[CH:6]\[CH2:7][CH:8]=[CH:9][CH2:10][CH:11]=[CH:12][CH2:13][CH:14]=[CH:15][CH2:16][CH2:17][CH2:18]CC.C(O)(=O)CCCCCCC/C=C\CC=CCC=CCC, predict the reaction product. The product is: [C:1]([NH:22][C@H:23]([C:30]([OH:32])=[O:31])[CH2:24][O:25][P:26]([OH:29])([OH:28])=[O:27])(=[O:21])[CH2:2][CH2:3][CH2:4][CH2:5][CH2:6][CH2:7][CH2:8]/[CH:9]=[CH:10]\[CH2:11][CH:12]=[CH:13][CH2:14][CH:15]=[CH:16][CH2:17][CH3:18]. (2) Given the reactants COC1C=C(C=CC=1OC)C[N:7]1[CH:12]=[C:11]([C:13]2[CH:18]=[CH:17][C:16]([O:19][CH3:20])=[C:15]([O:21][CH2:22][CH2:23][O:24][CH3:25])[CH:14]=2)[C:10](=O)[C:9]([C:27]#[N:28])=[CH:8]1.[Cl-:34].[Li+], predict the reaction product. The product is: [Cl:34][C:10]1[C:9]([C:27]#[N:28])=[CH:8][N:7]=[CH:12][C:11]=1[C:13]1[CH:18]=[CH:17][C:16]([O:19][CH3:20])=[C:15]([O:21][CH2:22][CH2:23][O:24][CH3:25])[CH:14]=1. (3) Given the reactants [Br:1][C:2]1[CH:7]=[CH:6][N:5]=[C:4]([CH:8]=[O:9])[CH:3]=1.[CH2:10]1COCC1.C[Mg]Br, predict the reaction product. The product is: [Br:1][C:2]1[CH:7]=[CH:6][N:5]=[C:4]([CH:8]([OH:9])[CH3:10])[CH:3]=1. (4) Given the reactants [Li+].[OH-].[OH:3][C:4]1[CH:9]=[CH:8][C:7]([C@H:10]([NH:15][C:16]([C:18]2[C:27]([NH:28][C:29]([NH:31][C:32]3[C:37]([CH3:38])=[CH:36][C:35]([CH3:39])=[CH:34][C:33]=3[CH3:40])=[O:30])=[CH:26][C:25]3[C:20](=[CH:21][CH:22]=[CH:23][CH:24]=3)[CH:19]=2)=[O:17])[C:11]([O:13]C)=[O:12])=[CH:6][CH:5]=1.Cl.C(OCC)(=O)C, predict the reaction product. The product is: [OH:3][C:4]1[CH:9]=[CH:8][C:7]([C@H:10]([NH:15][C:16]([C:18]2[C:27]([NH:28][C:29]([NH:31][C:32]3[C:37]([CH3:38])=[CH:36][C:35]([CH3:39])=[CH:34][C:33]=3[CH3:40])=[O:30])=[CH:26][C:25]3[C:20](=[CH:21][CH:22]=[CH:23][CH:24]=3)[CH:19]=2)=[O:17])[C:11]([OH:13])=[O:12])=[CH:6][CH:5]=1. (5) Given the reactants [NH2:1][C:2]1[C:7]2=[C:8]([C:15]3[CH:20]=[CH:19][C:18]([NH:21][C:22]([NH:24][C:25]4[CH:30]=[C:29]([C:31]([F:34])([F:33])[F:32])[CH:28]=[CH:27][C:26]=4[F:35])=[O:23])=[C:17]([F:36])[CH:16]=3)[C:9]([CH2:12][O:13][CH3:14])=[C:10](Br)[N:6]2[N:5]=[CH:4][N:3]=1.[Li]CCCC.CN([CH:45]=[O:46])C, predict the reaction product. The product is: [NH2:1][C:2]1[C:7]2=[C:8]([C:15]3[CH:20]=[CH:19][C:18]([NH:21][C:22]([NH:24][C:25]4[CH:30]=[C:29]([C:31]([F:34])([F:33])[F:32])[CH:28]=[CH:27][C:26]=4[F:35])=[O:23])=[C:17]([F:36])[CH:16]=3)[C:9]([CH2:12][O:13][CH3:14])=[C:10]([CH:45]=[O:46])[N:6]2[N:5]=[CH:4][N:3]=1. (6) Given the reactants C[N:2]([CH3:19])/[CH:3]=[CH:4]/[C:5](=O)[CH2:6][N:7]1[C:15](=[O:16])[C:14]2[C:9](=[CH:10][CH:11]=[CH:12][CH:13]=2)[C:8]1=[O:17].[NH2:20][C:21]1[NH:25][N:24]=[C:23]([C:26]2[CH:31]=[CH:30][C:29]([O:32][C:33]3[CH:38]=[CH:37][CH:36]=[CH:35][CH:34]=3)=[CH:28][CH:27]=2)[C:22]=1C#N, predict the reaction product. The product is: [O:16]=[C:15]1[C:14]2[C:9](=[CH:10][CH:11]=[CH:12][CH:13]=2)[C:8](=[O:17])[N:7]1[CH2:6][C:5]1[N:25]2[N:24]=[C:23]([C:26]3[CH:31]=[CH:30][C:29]([O:32][C:33]4[CH:38]=[CH:37][CH:36]=[CH:35][CH:34]=4)=[CH:28][CH:27]=3)[C:22]([C:21]#[N:20])=[C:19]2[N:2]=[CH:3][CH:4]=1.